Dataset: Catalyst prediction with 721,799 reactions and 888 catalyst types from USPTO. Task: Predict which catalyst facilitates the given reaction. (1) The catalyst class is: 104. Product: [NH2:26][C:27]1[CH:32]=[C:31]([C:15]2[N:16]=[C:11]([NH:10][C:7]3[CH:8]=[CH:9][C:4]4[CH:3]=[N:2][O:1][C:5]=4[CH:6]=3)[C:12]3[N:13]([CH:18]=[CH:19][N:20]=3)[CH:14]=2)[CH:30]=[CH:29][CH:28]=1. Reactant: [O:1]1[C:5]2[CH:6]=[C:7]([NH:10][C:11]3[C:12]4[N:13]([CH:18]=[CH:19][N:20]=4)[CH:14]=[C:15](Br)[N:16]=3)[CH:8]=[CH:9][C:4]=2[CH:3]=[N:2]1.S(O)(O)(=O)=O.[NH2:26][C:27]1[CH:28]=[C:29](B(O)O)[CH:30]=[CH:31][CH:32]=1.[NH2:26][C:27]1[CH:32]=[C:31](B(O)O)[CH:30]=[CH:29][CH:28]=1.C([O-])([O-])=O.[Na+].[Na+]. (2) Reactant: [CH:1]1([NH2:8])[CH2:7][CH2:6][CH2:5][CH2:4][CH2:3][CH2:2]1.[CH3:9][O:10][CH:11]([O:14][CH3:15])[CH:12]=O. Product: [CH3:9][O:10][CH:11]([O:14][CH3:15])[CH2:12][NH:8][CH:1]1[CH2:7][CH2:6][CH2:5][CH2:4][CH2:3][CH2:2]1. The catalyst class is: 19. (3) Reactant: [O:1]=[C:2]1[C:7]([NH:8][C:9](=[O:17])[C:10]2[CH:15]=[CH:14][CH:13]=[CH:12][C:11]=2[NH2:16])=[CH:6][C:5]2[CH:18]=[CH:19][CH:20]=[CH:21][C:4]=2[O:3]1.[N:22]1[CH:27]=[CH:26][C:25]([CH:28]=O)=[CH:24][CH:23]=1.C([BH3-])#N.[Na+]. Product: [O:1]=[C:2]1[C:7]([NH:8][C:9](=[O:17])[C:10]2[CH:15]=[CH:14][CH:13]=[CH:12][C:11]=2[NH:16][CH2:28][C:25]2[CH:26]=[CH:27][N:22]=[CH:23][CH:24]=2)=[CH:6][C:5]2[CH:18]=[CH:19][CH:20]=[CH:21][C:4]=2[O:3]1. The catalyst class is: 130. (4) Reactant: [CH3:1][O:2][C:3]([CH:5]1[CH2:10][CH:9]2[C:11](OC)([O:14]C)[C:12](=[O:13])[CH:6]1[CH:7]=[C:8]2[Br:18])=[O:4]. Product: [CH3:1][O:2][C:3]([CH:5]1[CH2:10][CH:9]2[C:11](=[O:14])[C:12](=[O:13])[CH:6]1[CH:7]=[C:8]2[Br:18])=[O:4]. The catalyst class is: 574. (5) Reactant: [CH3:1][O:2][C:3]1[CH:4]=[C:5]([C:11]2[CH:16]=[CH:15][C:14]([C:17]3[CH:22]=[CH:21][C:20]([O:23][CH3:24])=[C:19]([O:25][CH3:26])[CH:18]=3)=[CH:13][N:12]=2)[CH:6]=[CH:7][C:8]=1[O:9][CH3:10].[Cl-].[NH+]1[CH:33]=[CH:32][CH:31]=[CH:30][CH:29]=1.BrC[CH2:36][CH2:37][CH2:38][CH2:39][CH2:40][CH2:41][CH2:42][CH2:43][CH2:44][CH2:45][CH3:46].C(=O)([O-])[O-].[K+].[K+]. Product: [CH2:1]([O:2][C:3]1[CH:4]=[C:5]([C:11]2[CH:16]=[CH:15][C:14]([C:17]3[CH:22]=[CH:21][C:20]([O:23][CH2:24][CH2:13][CH2:14][CH2:15][CH2:16][CH2:11][CH2:5][CH2:4][CH2:3][CH2:8][CH2:7][CH3:6])=[C:19]([O:25][CH2:26][CH2:46][CH2:45][CH2:44][CH2:43][CH2:42][CH2:41][CH2:40][CH2:39][CH2:38][CH2:37][CH3:36])[CH:18]=3)=[CH:13][N:12]=2)[CH:6]=[CH:7][C:8]=1[O:9][CH2:10][CH2:46][CH2:45][CH2:44][CH2:43][CH2:42][CH2:41][CH2:40][CH2:39][CH2:38][CH2:37][CH3:36])[CH2:29][CH2:30][CH2:31][CH2:32][CH2:33][CH2:21][CH2:22][CH2:17][CH2:18][CH2:19][CH3:20]. The catalyst class is: 18. (6) Reactant: [CH2:1]([O:3][C:4]([C:6]1[O:7][C:8]2[CH:17]=[C:16]([O:18]C)[CH:15]=[CH:14][C:9]=2[C:10]=1[CH:11]([CH3:13])[CH3:12])=[O:5])[CH3:2].B(Br)(Br)Br. Product: [CH2:1]([O:3][C:4]([C:6]1[O:7][C:8]2[CH:17]=[C:16]([OH:18])[CH:15]=[CH:14][C:9]=2[C:10]=1[CH:11]([CH3:13])[CH3:12])=[O:5])[CH3:2]. The catalyst class is: 2. (7) Reactant: [CH3:1][C:2](C)([O-])[CH3:3].[K+].[CH2:7]([OH:19])[CH2:8][O:9][CH2:10][CH2:11][O:12][CH2:13][CH2:14][O:15][CH2:16][CH2:17][OH:18].C(I)C=C. Product: [CH2:1]=[CH:2][CH2:3][O:18][CH2:17][CH2:16][O:15][CH2:14][CH2:13][O:12][CH2:11][CH2:10][O:9][CH2:8][CH2:7][OH:19]. The catalyst class is: 1.